From a dataset of NCI-60 drug combinations with 297,098 pairs across 59 cell lines. Regression. Given two drug SMILES strings and cell line genomic features, predict the synergy score measuring deviation from expected non-interaction effect. (1) Drug 1: C1CN1C2=NC(=NC(=N2)N3CC3)N4CC4. Drug 2: CC(CN1CC(=O)NC(=O)C1)N2CC(=O)NC(=O)C2. Cell line: A498. Synergy scores: CSS=31.6, Synergy_ZIP=-6.12, Synergy_Bliss=1.13, Synergy_Loewe=-1.48, Synergy_HSA=3.82. (2) Drug 2: C(CN)CNCCSP(=O)(O)O. Cell line: A498. Drug 1: CC(C)(C#N)C1=CC(=CC(=C1)CN2C=NC=N2)C(C)(C)C#N. Synergy scores: CSS=0.126, Synergy_ZIP=-0.168, Synergy_Bliss=-1.08, Synergy_Loewe=-1.55, Synergy_HSA=-2.33. (3) Drug 1: C1CCC(CC1)NC(=O)N(CCCl)N=O. Drug 2: C(=O)(N)NO. Cell line: ACHN. Synergy scores: CSS=32.9, Synergy_ZIP=-7.13, Synergy_Bliss=-0.201, Synergy_Loewe=-0.847, Synergy_HSA=2.67.